This data is from Forward reaction prediction with 1.9M reactions from USPTO patents (1976-2016). The task is: Predict the product of the given reaction. (1) The product is: [Cl:8][C:5]1[CH:6]=[CH:7][C:2]([CH2:22][OH:23])=[N:3][CH:4]=1. Given the reactants Br[C:2]1[CH:7]=[CH:6][C:5]([Cl:8])=[CH:4][N:3]=1.CCCCCC.C([Li])CCC.CN(C)[CH:22]=[O:23].[BH4-].[Na+], predict the reaction product. (2) The product is: [OH:13][C:4]1[CH:5]=[C:6]([C:7]([O:9][CH3:10])=[O:8])[CH:11]=[CH:12][C:3]=1[C:1]([OH:16])=[O:2]. Given the reactants [CH:1]([C:3]1[CH:12]=[CH:11][C:6]([C:7]([O:9][CH3:10])=[O:8])=[CH:5][C:4]=1[OH:13])=[O:2].O.Cl([O-])=[O:16].[Na+].Cl, predict the reaction product. (3) Given the reactants [CH3:1][C:2]1([C:7]2[O:11][C:10]([CH2:12][N:13]3[CH:17]=[C:16]([NH2:18])[CH:15]=[N:14]3)=[CH:9][CH:8]=2)[O:6]CCO1.[CH2:19]([C:21]1[O:22][C:23]([C:29]2[CH:34]=[CH:33][CH:32]=[CH:31][CH:30]=2)=[C:24]([C:26](O)=[O:27])[N:25]=1)[CH3:20], predict the reaction product. The product is: [C:2]([C:7]1[O:11][C:10]([CH2:12][N:13]2[CH:17]=[C:16]([NH:18][C:26]([C:24]3[N:25]=[C:21]([CH2:19][CH3:20])[O:22][C:23]=3[C:29]3[CH:30]=[CH:31][CH:32]=[CH:33][CH:34]=3)=[O:27])[CH:15]=[N:14]2)=[CH:9][CH:8]=1)(=[O:6])[CH3:1]. (4) The product is: [O:4]1[C:8]2=[C:9]([N:13]3[CH2:18][CH2:17][N:16]([CH2:19][CH2:20][C@H:21]4[CH2:26][CH2:25][C@H:24]([NH:27][C:28](=[O:32])[CH2:29][CH2:30][CH3:31])[CH2:23][CH2:22]4)[CH2:15][CH2:14]3)[N:10]=[CH:11][CH:12]=[C:7]2[CH2:6][CH2:5]1. Given the reactants Cl.Cl.Cl.[O:4]1[C:8]2=[C:9]([N:13]3[CH2:18][CH2:17][N:16]([CH2:19][CH2:20][C@H:21]4[CH2:26][CH2:25][C@H:24]([NH2:27])[CH2:23][CH2:22]4)[CH2:15][CH2:14]3)[N:10]=[CH:11][CH:12]=[C:7]2[CH2:6][CH2:5]1.[C:28](O)(=[O:32])[CH2:29][CH2:30][CH3:31], predict the reaction product. (5) Given the reactants Br[C:2]1[CH:3]=[C:4]2[C:8](=[CH:9][CH:10]=1)[N:7]([CH3:11])[C:6]([C:12]1[CH:17]=[CH:16][C:15]([Cl:18])=[CH:14][CH:13]=1)=[C:5]2[CH2:19][CH2:20][C:21]([N:23]1[CH2:28][CH2:27][C:26]([CH2:30][C:31]2[CH:36]=[CH:35][CH:34]=[CH:33][CH:32]=2)([OH:29])[CH2:25][CH2:24]1)=[O:22].[NH:37]1[CH2:41][CH2:40][CH2:39][CH2:38]1, predict the reaction product. The product is: [Cl:18][C:15]1[CH:16]=[CH:17][C:12]([C:6]2[N:7]([CH3:11])[C:8]3[C:4]([C:5]=2[CH2:19][CH2:20][C:21]([N:23]2[CH2:28][CH2:27][C:26]([CH2:30][C:31]4[CH:32]=[CH:33][CH:34]=[CH:35][CH:36]=4)([OH:29])[CH2:25][CH2:24]2)=[O:22])=[CH:3][C:2]([N:37]2[CH2:41][CH2:40][CH2:39][CH2:38]2)=[CH:10][CH:9]=3)=[CH:13][CH:14]=1. (6) The product is: [C:5]1(=[O:2])[CH:8]2[CH2:9][C:10]3[CH:11]=[CH:12][CH:13]=[CH:14][C:15]=3[CH:7]2[CH2:6][NH:16]1. Given the reactants S(Cl)(Cl)=[O:2].[C:5]1(=[N:16]O)[CH:8]2[CH2:9][C:10]3[CH:11]=[CH:12][CH:13]=[CH:14][C:15]=3[CH:7]2[CH2:6]1, predict the reaction product.